Dataset: Full USPTO retrosynthesis dataset with 1.9M reactions from patents (1976-2016). Task: Predict the reactants needed to synthesize the given product. Given the product [Br:1][C:2]1[CH:3]=[CH:4][C:5]([C:11]([F:14])([F:13])[F:12])=[C:6]([CH:10]=1)[C:7]([NH:15][C:16]1[C:17]([CH3:27])=[C:18]([CH:23]=[CH:24][C:25]=1[CH3:26])[C:19]([O:21][CH3:22])=[O:20])=[O:9], predict the reactants needed to synthesize it. The reactants are: [Br:1][C:2]1[CH:3]=[CH:4][C:5]([C:11]([F:14])([F:13])[F:12])=[C:6]([CH:10]=1)[C:7]([OH:9])=O.[NH2:15][C:16]1[C:17]([CH3:27])=[C:18]([CH:23]=[CH:24][C:25]=1[CH3:26])[C:19]([O:21][CH3:22])=[O:20].C(N(CC)CC)C.CCCP1(OP(CCC)(=O)OP(CCC)(=O)O1)=O.